This data is from Forward reaction prediction with 1.9M reactions from USPTO patents (1976-2016). The task is: Predict the product of the given reaction. (1) The product is: [CH3:1][C:2]12[CH2:14][CH:6]3[C:7]([CH3:13])([CH3:12])[C:8]([CH3:11])([C:9]1([CH3:15])[OH:10])[CH:5]3[CH2:4][CH2:3]2. Given the reactants [CH3:1][C:2]12[CH2:14][CH:6]3[C:7]([CH3:13])([CH3:12])[C:8]([CH3:11])([C:9]1=[O:10])[CH:5]3[CH2:4][CH2:3]2.[CH3:15][Mg]Cl, predict the reaction product. (2) Given the reactants Br[C:2]1[C:7]2[O:8][CH2:9][O:10][C:6]=2[C:5]([O:11][C:12]2[C:17]3[CH:18]=[CH:19][O:20][C:16]=3[CH:15]=[CH:14][N:13]=2)=[CH:4][CH:3]=1.[CH3:21][C:22]1([CH3:38])[C:26]([CH3:28])([CH3:27])[O:25][B:24]([B:24]2[O:25][C:26]([CH3:28])([CH3:27])[C:22]([CH3:38])([CH3:21])[O:23]2)[O:23]1.C([O-])(=O)C.[K+], predict the reaction product. The product is: [CH3:21][C:22]1([CH3:38])[C:26]([CH3:28])([CH3:27])[O:25][B:24]([C:2]2[C:7]3[O:8][CH2:9][O:10][C:6]=3[C:5]([O:11][C:12]3[C:17]4[CH:18]=[CH:19][O:20][C:16]=4[CH:15]=[CH:14][N:13]=3)=[CH:4][CH:3]=2)[O:23]1. (3) Given the reactants Br[C:2]1[CH:3]=[C:4]([C:12]([O:14][CH3:15])=[O:13])[C:5]2[C:10]([CH:11]=1)=[CH:9][CH:8]=[CH:7][CH:6]=2.[C:16]([O:20][C:21]([CH3:24])([CH3:23])[CH3:22])(=[O:19])[CH:17]=[CH2:18].C1(C)C=CC=CC=1P(C1C=CC=CC=1C)C1C=CC=CC=1C.C(N(CC)CC)C, predict the reaction product. The product is: [C:21]([O:20][C:16](=[O:19])/[CH:17]=[CH:18]/[C:2]1[CH:3]=[C:4]([C:12]([O:14][CH3:15])=[O:13])[C:5]2[C:10]([CH:11]=1)=[CH:9][CH:8]=[CH:7][CH:6]=2)([CH3:24])([CH3:23])[CH3:22]. (4) The product is: [Br:12][CH:8]([C:5]1[CH:4]=[CH:3][C:2]([Cl:1])=[CH:7][CH:6]=1)[C:9]([OH:11])=[O:10]. Given the reactants [Cl:1][C:2]1[CH:7]=[CH:6][C:5]([CH2:8][C:9]([OH:11])=[O:10])=[CH:4][CH:3]=1.[Br:12]Br.O, predict the reaction product. (5) Given the reactants [CH3:1][CH:2]([CH3:10])[CH2:3][CH2:4][C:5]([O:7]CC)=O.[NH2:11][CH2:12][CH2:13][OH:14].C(O)C, predict the reaction product. The product is: [OH:14][CH2:13][CH2:12][NH:11][C:5](=[O:7])[CH2:4][CH2:3][CH:2]([CH3:1])[CH3:10]. (6) Given the reactants [O:1]=[C:2]1[C:11]([C:12]([O:14][CH2:15][CH3:16])=[O:13])=[N:10][C:9]2[C:4](=[CH:5][CH:6]=[CH:7][CH:8]=2)[NH:3]1.C(=O)([O-])[O-].[K+].[K+].[I-].[K+].[CH3:25][S:26][CH2:27]Cl, predict the reaction product. The product is: [CH3:25][S:26][CH2:27][N:3]1[C:4]2[C:9](=[CH:8][CH:7]=[CH:6][CH:5]=2)[N:10]=[C:11]([C:12]([O:14][CH2:15][CH3:16])=[O:13])[C:2]1=[O:1]. (7) Given the reactants [NH2:1][C:2]1[CH:3]=[N:4][C:5]2[C:10]([C:11]=1[CH3:12])=[CH:9][CH:8]=[CH:7][CH:6]=2.[CH3:13][CH:14]([CH3:33])[CH2:15][CH:16]([C:22]1[CH:32]=[CH:31][C:25]([C:26]([O:28][CH2:29][CH3:30])=[O:27])=[CH:24][CH:23]=1)OS(C)(=O)=O.C(=O)([O-])[O-].[K+].[K+], predict the reaction product. The product is: [CH3:33][CH:14]([CH3:13])[CH2:15][CH:16]([C:22]1[CH:23]=[CH:24][C:25]([C:26]([O:28][CH2:29][CH3:30])=[O:27])=[CH:31][CH:32]=1)[NH:1][C:2]1[CH:3]=[N:4][C:5]2[C:10]([C:11]=1[CH3:12])=[CH:9][CH:8]=[CH:7][CH:6]=2. (8) Given the reactants Br[C:2]1[CH:3]=[CH:4][C:5]2[O:9][C:8]([C:10](=[O:12])[NH2:11])=[C:7]([NH:13][C:14]([CH:16]3[CH2:20][CH2:19][CH2:18]N3C(OC(C)(C)C)=O)=O)[C:6]=2[CH:28]=1.[NH2:29][C:30]1[C:34]2[CH:35]=[C:36]([CH3:39])[CH:37]=[CH:38][C:33]=2[O:32][C:31]=1[C:40]([NH2:42])=[O:41].[Cl:43][C:44]1C=CC2OC3C(=O)NC(CN4CC[C@H](O)C4)=NC=3C=2[CH:49]=1.[CH3:65][C:66]1[CH:67]=[CH:68][C:69]([OH:74])=[C:70]([CH:73]=1)[C:71]#[N:72].BrC1C=C(C)C(O)=C(C=1)C=O.OC1C=CC(C)=CC=1C=O, predict the reaction product. The product is: [Cl:43][C:44]1[CH:49]=[CH:18][CH:19]=[CH:20][C:16]=1[C:14]1[NH:11][C:10](=[O:12])[C:8]2[O:9][C:5]3[CH:4]=[CH:3][C:2]([CH3:30])=[CH:28][C:6]=3[C:7]=2[N:13]=1.[NH2:29][C:30]1[C:34]2[CH:35]=[C:36]([CH3:39])[CH:37]=[CH:38][C:33]=2[O:32][C:31]=1[C:40]([NH2:42])=[O:41].[CH3:65][C:66]1[CH:67]=[CH:68][C:69]([OH:74])=[C:70]([CH:73]=1)[C:71]#[N:72]. (9) Given the reactants Cl.[F:2][C:3]1[CH:8]=[CH:7][C:6]([NH:9][NH2:10])=[CH:5][CH:4]=1.Br[C:12]1[CH:17]=[CH:16][C:15]([C:18]2[CH:23]=[CH:22][CH:21]=[CH:20][CH:19]=2)=[CH:14][CH:13]=1.CC([O-])(C)C.[Na+].C(NC(C)C)(C)C, predict the reaction product. The product is: [F:2][C:3]1[CH:8]=[CH:7][C:6]([N:9]([C:21]2[CH:22]=[CH:23][C:18]([C:15]3[CH:16]=[CH:17][CH:12]=[CH:13][CH:14]=3)=[CH:19][CH:20]=2)[NH2:10])=[CH:5][CH:4]=1. (10) Given the reactants [Cl:1][C:2]1[C:8]([C:9]([F:12])([F:11])[F:10])=[CH:7][CH:6]=[C:5]([Cl:13])[C:3]=1[NH2:4].[C:14](Cl)(Cl)=[O:15], predict the reaction product. The product is: [Cl:1][C:2]1[C:8]([C:9]([F:11])([F:10])[F:12])=[CH:7][CH:6]=[C:5]([Cl:13])[C:3]=1[N:4]=[C:14]=[O:15].